Predict the product of the given reaction. From a dataset of Forward reaction prediction with 1.9M reactions from USPTO patents (1976-2016). (1) Given the reactants [F:1][CH:2]([F:24])[C:3]1[N:8]2[N:9]=[CH:10][C:11]([C:12]#[CH:13])=[C:7]2[N:6]=[C:5]([C:14]2[CH:19]=[CH:18][C:17]([C:20]([F:23])([F:22])[F:21])=[CH:16][CH:15]=2)[CH:4]=1.Br[C:26]1[CH:27]=[CH:28][C:29]([F:36])=[C:30]([S:32]([NH2:35])(=[O:34])=[O:33])[CH:31]=1, predict the reaction product. The product is: [F:24][CH:2]([F:1])[C:3]1[N:8]2[N:9]=[CH:10][C:11]([C:12]#[C:13][C:26]3[CH:27]=[CH:28][C:29]([F:36])=[C:30]([S:32]([NH2:35])(=[O:34])=[O:33])[CH:31]=3)=[C:7]2[N:6]=[C:5]([C:14]2[CH:19]=[CH:18][C:17]([C:20]([F:23])([F:22])[F:21])=[CH:16][CH:15]=2)[CH:4]=1. (2) Given the reactants [OH-].[Na+].O.Cl.[C:5]([NH2:13])(=[NH:12])[C:6]1[CH:11]=[CH:10][CH:9]=[CH:8][CH:7]=1.[C:14]([CH2:22][C:23](OCC)=[O:24])(=O)[C:15]1[CH:20]=[CH:19][CH:18]=[CH:17][CH:16]=1.C(O)C, predict the reaction product. The product is: [C:6]1([C:5]2[N:13]=[C:23]([OH:24])[CH:22]=[C:14]([C:15]3[CH:20]=[CH:19][CH:18]=[CH:17][CH:16]=3)[N:12]=2)[CH:11]=[CH:10][CH:9]=[CH:8][CH:7]=1.